This data is from Reaction yield outcomes from USPTO patents with 853,638 reactions. The task is: Predict the reaction yield, written as a fraction of the theoretical maximum amount of product (1.0 means a 100% yield; for example, 0.34 means a 34% yield). The reactants are [CH2:1]([C:5]1[N:6]=[C:7]([CH3:27])[NH:8][C:9](=[O:26])[C:10]=1[CH2:11][C:12]1[CH:17]=[CH:16][C:15]([C:18]2[C:19]([C:24]#[N:25])=[CH:20][CH:21]=[CH:22][CH:23]=2)=[CH:14][CH:13]=1)[CH2:2][CH2:3][CH3:4].[H-].[Na+].I[CH2:31][CH2:32][CH2:33][CH3:34].[Cl-].O[NH3+:37].[C:38](=[O:41])([O-])[OH:39].[Na+]. The catalyst is C(OCC)(=O)C.CS(C)=O.CN(C)C=O. The product is [CH2:31]([N:8]1[C:9](=[O:26])[C:10]([CH2:11][C:12]2[CH:17]=[CH:16][C:15]([C:18]3[CH:23]=[CH:22][CH:21]=[CH:20][C:19]=3[C:24]3[NH:37][C:38](=[O:41])[O:39][N:25]=3)=[CH:14][CH:13]=2)=[C:5]([CH2:1][CH2:2][CH2:3][CH3:4])[N:6]=[C:7]1[CH3:27])[CH2:32][CH2:33][CH3:34]. The yield is 0.420.